Dataset: Forward reaction prediction with 1.9M reactions from USPTO patents (1976-2016). Task: Predict the product of the given reaction. (1) Given the reactants Cl.Cl.[CH3:3][O:4][C:5](=[O:31])[C@H:6]([N:24]1[CH2:28][CH2:27][C@H:26]([NH2:29])[C:25]1=[O:30])[CH2:7][C:8]1[CH:9]=[C:10]2[C:15](=[CH:16][C:17]=1[O:18][C:19]([F:22])([F:21])[F:20])[C:14]([NH2:23])=[N:13][CH:12]=[CH:11]2.C(N(C(C)C)CC)(C)C.[N:41]1([C:46]2[S:47][C:48]([S:51](Cl)(=[O:53])=[O:52])=[CH:49][N:50]=2)[CH2:45][CH2:44][CH2:43][CH2:42]1, predict the reaction product. The product is: [CH3:3][O:4][C:5](=[O:31])[C@H:6]([N:24]1[CH2:28][CH2:27][C@H:26]([NH:29][S:51]([C:48]2[S:47][C:46]([N:41]3[CH2:45][CH2:44][CH2:43][CH2:42]3)=[N:50][CH:49]=2)(=[O:53])=[O:52])[C:25]1=[O:30])[CH2:7][C:8]1[CH:9]=[C:10]2[C:15](=[CH:16][C:17]=1[O:18][C:19]([F:21])([F:22])[F:20])[C:14]([NH2:23])=[N:13][CH:12]=[CH:11]2. (2) Given the reactants [H-].[Al+3].[Li+].[H-].[H-].[H-].[NH2:7][C:8]1[NH:13][C:12](=O)[C:11]2=[C:15](C)[N:16]=[C:17]([C:18]3[CH:23]=[CH:22][CH:21]=[C:20]([C:24]([F:27])([F:26])[F:25])[CH:19]=3)[N:10]2[N:9]=1.[CH3:29]OCCOC, predict the reaction product. The product is: [CH3:29][C:8]1([NH2:7])[NH:13][CH2:12][C:11]2=[CH:15][N:16]=[C:17]([C:18]3[CH:23]=[CH:22][CH:21]=[C:20]([C:24]([F:27])([F:26])[F:25])[CH:19]=3)[N:10]2[NH:9]1.